Dataset: Forward reaction prediction with 1.9M reactions from USPTO patents (1976-2016). Task: Predict the product of the given reaction. Given the reactants [F:1][C:2]1[CH:7]=[C:6](I)[CH:5]=[CH:4][N:3]=1.[CH2:9]([Sn](CCCC)(CCCC)C=C)[CH2:10]CC.C(OCC)(=O)C.[F-].[K+], predict the reaction product. The product is: [F:1][C:2]1[CH:7]=[C:6]([CH:9]=[CH2:10])[CH:5]=[CH:4][N:3]=1.